Dataset: Catalyst prediction with 721,799 reactions and 888 catalyst types from USPTO. Task: Predict which catalyst facilitates the given reaction. (1) Reactant: Br[C:2]1[C:10]([O:11][CH3:12])=[CH:9][C:8]([O:13][CH3:14])=[C:7]2[C:3]=1[CH2:4][N:5]([CH:16]([C:18]1[CH:23]=[CH:22][C:21]([Cl:24])=[CH:20][CH:19]=1)[CH3:17])[C:6]2=[O:15].C([SnH](CCCC)CCCC)CCC.[F-].[K+]. Product: [CH3:12][O:11][C:10]1[CH:2]=[C:3]2[C:7](=[C:8]([O:13][CH3:14])[CH:9]=1)[C:6](=[O:15])[N:5]([CH:16]([C:18]1[CH:19]=[CH:20][C:21]([Cl:24])=[CH:22][CH:23]=1)[CH3:17])[CH2:4]2. The catalyst class is: 48. (2) Reactant: [CH3:1][O:2][C:3]([C:5]1[CH2:6][O:7][CH2:8][CH2:9][C:10]=1[OH:11])=[O:4].C(C1C=C(C)C=C(C(C)(C)C)N=1)(C)(C)C.[F:27][C:28]([F:34])([F:33])[S:29]([O-])(=[O:31])=[O:30]. Product: [CH3:1][O:2][C:3]([C:5]1[CH2:6][O:7][CH2:8][CH2:9][C:10]=1[O:11][S:29]([C:28]([F:34])([F:33])[F:27])(=[O:31])=[O:30])=[O:4]. The catalyst class is: 2. (3) Reactant: Br[C:2]1[C:7]([N+:8]([O-:10])=[O:9])=[CH:6][CH:5]=[CH:4][C:3]=1[OH:11].[CH2:12]([O:19][C:20]1[CH:25]=[CH:24][C:23](B(O)O)=[CH:22][CH:21]=1)[C:13]1[CH:18]=[CH:17][CH:16]=[CH:15][CH:14]=1.C([O-])([O-])=O.[Na+].[Na+]. Product: [CH2:12]([O:19][C:20]1[CH:25]=[CH:24][C:23]([C:2]2[C:3]([OH:11])=[CH:4][CH:5]=[CH:6][C:7]=2[N+:8]([O-:10])=[O:9])=[CH:22][CH:21]=1)[C:13]1[CH:18]=[CH:17][CH:16]=[CH:15][CH:14]=1. The catalyst class is: 77. (4) Reactant: [Cl:1][C:2]1[CH:7]=[CH:6][CH:5]=[C:4]([Cl:8])[C:3]=1[CH:9]([OH:33])[CH2:10][C:11]1[CH:16]=[C:15]([C:17]2[N:21]([CH2:22][CH3:23])[N:20]=[C:19]([C:24]3[CH:25]=[N:26][CH:27]=[CH:28][CH:29]=3)[N:18]=2)[CH:14]=[CH:13][C:12]=1[N+:30]([O-:32])=[O:31].CC(OI1(OC(C)=O)(OC(C)=O)OC(=O)C2C=CC=CC1=2)=O. Product: [Cl:1][C:2]1[CH:7]=[CH:6][CH:5]=[C:4]([Cl:8])[C:3]=1[C:9](=[O:33])[CH2:10][C:11]1[CH:16]=[C:15]([C:17]2[N:21]([CH2:22][CH3:23])[N:20]=[C:19]([C:24]3[CH:25]=[N:26][CH:27]=[CH:28][CH:29]=3)[N:18]=2)[CH:14]=[CH:13][C:12]=1[N+:30]([O-:32])=[O:31]. The catalyst class is: 4. (5) Reactant: [C:1]([C:3]([C:8]1[CH:13]=[CH:12][CH:11]=[C:10]([CH3:14])[CH:9]=1)=[CH:4][C:5]([O-:7])=[O:6])#N.[K+].S(=O)(=O)(O)[OH:17]. Product: [CH3:14][C:10]1[CH:9]=[C:8]([C:3]2[C:1](=[O:17])[O:6][C:5](=[O:7])[CH:4]=2)[CH:13]=[CH:12][CH:11]=1. The catalyst class is: 106. (6) Reactant: [Cl-].[Li+].C(OP([CH2:11][C:12]([O:14][CH2:15][CH3:16])=[O:13])(OCC)=O)C.C1CCN2C(=NCCC2)CC1.[F:28][C:29]([F:35])([F:34])[CH2:30][CH2:31][CH:32]=O. Product: [F:28][C:29]([F:35])([F:34])[CH2:30][CH2:31]/[CH:32]=[CH:11]/[C:12]([O:14][CH2:15][CH3:16])=[O:13]. The catalyst class is: 23. (7) Reactant: C([N:8]1[CH2:13][CH2:12][N:11]([C:14]2[CH:19]=[CH:18][C:17]([CH:20]([CH3:22])[CH3:21])=[CH:16][CH:15]=2)[CH:10]([CH2:23][O:24][C:25]2[CH:30]=[CH:29][C:28]([Cl:31])=[CH:27][CH:26]=2)[CH2:9]1)C1C=CC=CC=1.ClC(OC(Cl)C)=O. Product: [Cl:31][C:28]1[CH:29]=[CH:30][C:25]([O:24][CH2:23][CH:10]2[CH2:9][NH:8][CH2:13][CH2:12][N:11]2[C:14]2[CH:19]=[CH:18][C:17]([CH:20]([CH3:21])[CH3:22])=[CH:16][CH:15]=2)=[CH:26][CH:27]=1. The catalyst class is: 26. (8) Reactant: [C:1]([O:7][CH2:8][CH3:9])(=[O:6])[CH2:2][C:3]([O-:5])=O.[O-]CC.[Mg+2].[O-]CC.[Cl:17][C:18]1[N:26]=[C:25]([Cl:27])[CH:24]=[CH:23][C:19]=1C(O)=O.C(OCC)(=O)C. Product: [Cl:27][C:25]1[N:26]=[C:18]([Cl:17])[CH:19]=[CH:23][C:24]=1[C:3]([CH2:2][C:1]([O:7][CH2:8][CH3:9])=[O:6])=[O:5]. The catalyst class is: 188. (9) Reactant: [OH-].[Li+].[C:3]([CH2:5]P(=O)(OCC)OCC)#[N:4].[C:14]([C:18]1[CH:44]=[CH:43][C:21]([CH2:22][O:23][C:24]2[CH:29]=[CH:28][C:27]([C:30]3[CH:35]=[CH:34][C:33]([O:36][C:37]([F:40])([F:39])[F:38])=[CH:32][CH:31]=3)=[CH:26][C:25]=2[CH:41]=O)=[CH:20][CH:19]=1)([CH3:17])([CH3:16])[CH3:15].Cl. Product: [C:14]([C:18]1[CH:44]=[CH:43][C:21]([CH2:22][O:23][C:24]2[CH:29]=[CH:28][C:27]([C:30]3[CH:31]=[CH:32][C:33]([O:36][C:37]([F:39])([F:40])[F:38])=[CH:34][CH:35]=3)=[CH:26][C:25]=2[CH:41]=[CH:5][C:3]#[N:4])=[CH:20][CH:19]=1)([CH3:16])([CH3:17])[CH3:15]. The catalyst class is: 7. (10) Reactant: [Br:1][C:2]1[C:11]([O:12][CH2:13][C:14]#[N:15])=[CH:10][CH:9]=[C:8]2[C:3]=1[CH:4]=[CH:5][C:6]([CH2:16][N:17]([CH3:30])[C:18]([C:20]1[O:21][C:22]3[CH:29]=[CH:28][CH:27]=[CH:26][C:23]=3[C:24]=1[CH3:25])=[O:19])=[CH:7]2.[N-:31]=[N+:32]=[N-:33].[Na+].[Cl-].[NH4+].[OH-].[Na+]. Product: [Br:1][C:2]1[C:11]([O:12][CH2:13][C:14]2[NH:33][N:32]=[N:31][N:15]=2)=[CH:10][CH:9]=[C:8]2[C:3]=1[CH:4]=[CH:5][C:6]([CH2:16][N:17]([CH3:30])[C:18]([C:20]1[O:21][C:22]3[CH:29]=[CH:28][CH:27]=[CH:26][C:23]=3[C:24]=1[CH3:25])=[O:19])=[CH:7]2. The catalyst class is: 18.